Predict which catalyst facilitates the given reaction. From a dataset of Catalyst prediction with 721,799 reactions and 888 catalyst types from USPTO. (1) Reactant: [C:1]([NH:4][C:5]1S[C:8]2[CH2:10][CH:11]([C:14]([CH3:17])([CH3:16])[CH3:15])[CH2:12][CH2:13][C:7]=2[C:6]=1[C:18]([O:20][CH3:21])=[O:19])(=[O:3])[CH3:2]. Product: [CH3:21][O:20][C:18](=[O:19])[CH:6]([CH:7]1[CH2:13][CH2:12][CH:11]([C:14]([CH3:17])([CH3:16])[CH3:15])[CH2:10][CH2:8]1)[CH2:5][NH:4][C:1](=[O:3])[CH3:2]. The catalyst class is: 181. (2) The catalyst class is: 18. Product: [CH2:8]([O:7][C:5](=[O:6])[CH:4]=[C:3]([O:10][CH3:13])[C:2]([F:11])([F:12])[F:1])[CH3:9]. Reactant: [F:1][C:2]([F:12])([F:11])[C:3](=[O:10])[CH2:4][C:5]([O:7][CH2:8][CH3:9])=[O:6].[C:13](=O)([O-])[O-].[Cs+].[Cs+].C1(C)C=CC(S(OC)(=O)=O)=CC=1. (3) Reactant: [C:1]([O:5][C:6]([NH:8][C:9]1[CH:14]=[CH:13][CH:12]=[CH:11][C:10]=1[NH:15][C:16](=[O:27])[CH2:17][CH2:18][CH2:19][CH2:20][CH2:21][C:22]([O:24]CC)=[O:23])=[O:7])([CH3:4])([CH3:3])[CH3:2].[OH-].[K+].O. Product: [C:1]([O:5][C:6]([NH:8][C:9]1[CH:14]=[CH:13][CH:12]=[CH:11][C:10]=1[NH:15][C:16](=[O:27])[CH2:17][CH2:18][CH2:19][CH2:20][CH2:21][C:22]([OH:24])=[O:23])=[O:7])([CH3:4])([CH3:2])[CH3:3]. The catalyst class is: 8. (4) Reactant: C([NH:5][C:6]1[CH:11]=[C:10]([C:12]2[C:13]([C:24]3[C:25]([F:45])=[C:26]([N:30](COC)[S:31]([C:34]4[CH:39]=[C:38]([F:40])[CH:37]=[CH:36][C:35]=4[F:41])(=[O:33])=[O:32])[CH:27]=[CH:28][CH:29]=3)=[N:14][N:15]([CH:17]3[CH2:22][CH2:21][N:20]([CH3:23])[CH2:19][CH2:18]3)[CH:16]=2)[CH:9]=[CH:8][N:7]=1)(C)(C)C. Product: [NH2:5][C:6]1[CH:11]=[C:10]([C:12]2[C:13]([C:24]3[C:25]([F:45])=[C:26]([NH:30][S:31]([C:34]4[CH:39]=[C:38]([F:40])[CH:37]=[CH:36][C:35]=4[F:41])(=[O:32])=[O:33])[CH:27]=[CH:28][CH:29]=3)=[N:14][N:15]([CH:17]3[CH2:18][CH2:19][N:20]([CH3:23])[CH2:21][CH2:22]3)[CH:16]=2)[CH:9]=[CH:8][N:7]=1. The catalyst class is: 484. (5) Reactant: [OH:1][C:2]1[CH:11]=[C:10]([CH2:12][N:13]2[CH2:18][CH2:17][O:16][CH2:15][CH2:14]2)[C:9]([C:19]([F:22])([F:21])[F:20])=[CH:8][C:3]=1[C:4]([O:6][CH3:7])=[O:5].C(=O)([O-])[O-].[Cs+].[Cs+].[CH2:29](Br)[C:30]1[CH:35]=[CH:34][CH:33]=[CH:32][CH:31]=1.C(OCC)(=O)C. Product: [N:13]1([CH2:12][C:10]2[C:9]([C:19]([F:22])([F:21])[F:20])=[CH:8][C:3]([C:4]([O:6][CH3:7])=[O:5])=[C:2]([O:1][CH2:29][C:30]3[CH:35]=[CH:34][CH:33]=[CH:32][CH:31]=3)[CH:11]=2)[CH2:14][CH2:15][O:16][CH2:17][CH2:18]1. The catalyst class is: 35.